This data is from Forward reaction prediction with 1.9M reactions from USPTO patents (1976-2016). The task is: Predict the product of the given reaction. Given the reactants [Cl:1][C:2]1[CH:28]=[CH:27][C:5]([O:6][CH2:7][CH2:8][CH2:9][N:10]2[CH2:15][CH2:14][C:13]([CH2:17][C:18]3[CH:23]=[CH:22][C:21]([Cl:24])=[CH:20][CH:19]=3)([OH:16])[C:12]([CH3:26])([CH3:25])[CH2:11]2)=[C:4]([N+:29]([O-])=O)[CH:3]=1.O.O.Cl[Sn]Cl, predict the reaction product. The product is: [NH2:29][C:4]1[CH:3]=[C:2]([Cl:1])[CH:28]=[CH:27][C:5]=1[O:6][CH2:7][CH2:8][CH2:9][N:10]1[CH2:15][CH2:14][C:13]([CH2:17][C:18]2[CH:23]=[CH:22][C:21]([Cl:24])=[CH:20][CH:19]=2)([OH:16])[C:12]([CH3:26])([CH3:25])[CH2:11]1.